Dataset: Reaction yield outcomes from USPTO patents with 853,638 reactions. Task: Predict the reaction yield, written as a fraction of the theoretical maximum amount of product (1.0 means a 100% yield; for example, 0.34 means a 34% yield). The reactants are O1[CH2:5][CH2:4][NH:3][C:2]1=O.[CH2:7]([C@H:14]1[CH2:18][O:17][C:16](=[O:19])[NH:15]1)[C:8]1[CH:13]=[CH:12][CH:11]=[CH:10][CH:9]=1. The product is [CH2:7]([C@H:14]1[CH2:18][O:17][C:16](=[O:19])[N:15]1[CH2:14][CH2:7][CH:8]1[CH2:5][CH2:4][NH:3][CH2:2][CH2:9]1)[C:8]1[CH:9]=[CH:10][CH:11]=[CH:12][CH:13]=1. The yield is 0.790. No catalyst specified.